This data is from Catalyst prediction with 721,799 reactions and 888 catalyst types from USPTO. The task is: Predict which catalyst facilitates the given reaction. (1) Reactant: [F:1][C:2]1[C:3]([CH2:9][C:10]([O:12][CH3:13])=[O:11])=[N:4][CH:5]=[C:6]([OH:8])[CH:7]=1.C([O-])([O-])=O.[Na+].[Na+].[I:20]I.Cl. Product: [F:1][C:2]1[C:3]([CH2:9][C:10]([O:12][CH3:13])=[O:11])=[N:4][C:5]([I:20])=[C:6]([OH:8])[CH:7]=1. The catalyst class is: 6. (2) Reactant: [Br:1][C:2]1[CH:7]=[CH:6][CH:5]=[CH:4][C:3]=1[CH2:8][CH2:9][OH:10].N1C=CC=CC=1.[CH3:17][S:18](Cl)(=[O:20])=[O:19].C(=O)([O-])O.[Na+]. Product: [CH3:17][S:18]([O:10][CH2:9][CH2:8][C:3]1[CH:4]=[CH:5][CH:6]=[CH:7][C:2]=1[Br:1])(=[O:20])=[O:19]. The catalyst class is: 4. (3) Reactant: CCN(C(C)C)C(C)C.[C:10]1([NH:16][C:17]2[CH:25]=[CH:24][C:20]([C:21]([OH:23])=O)=[CH:19][CH:18]=2)[CH:15]=[CH:14][CH:13]=[CH:12][CH:11]=1.CCN=C=NCCCN(C)C.C1C=CC2N(O)N=NC=2C=1.[NH2:47][CH2:48][C:49]([N:51]1[CH2:56][CH2:55][N:54]([C:57](=[O:69])[C:58]2[CH:63]=[C:62]([F:64])[CH:61]=[CH:60][C:59]=2[C:65]([F:68])([F:67])[F:66])[CH2:53][CH2:52]1)=[O:50].C(O)(C(F)(F)F)=O. Product: [F:64][C:62]1[CH:61]=[CH:60][C:59]([C:65]([F:67])([F:66])[F:68])=[C:58]([CH:63]=1)[C:57]([N:54]1[CH2:55][CH2:56][N:51]([C:49](=[O:50])[CH2:48][NH:47][C:21](=[O:23])[C:20]2[CH:19]=[CH:18][C:17]([NH:16][C:10]3[CH:11]=[CH:12][CH:13]=[CH:14][CH:15]=3)=[CH:25][CH:24]=2)[CH2:52][CH2:53]1)=[O:69]. The catalyst class is: 18.